Predict the reactants needed to synthesize the given product. From a dataset of Full USPTO retrosynthesis dataset with 1.9M reactions from patents (1976-2016). (1) Given the product [F:16][C:17]1[CH:18]=[C:19](/[CH:24]=[CH:25]/[C:26]([O:28][CH3:29])=[O:27])[CH:20]=[CH:21][C:22]=1[O:8][S:9]([C:12]([F:13])([F:14])[F:15])(=[O:10])=[O:11], predict the reactants needed to synthesize it. The reactants are: S([O:8][S:9]([C:12]([F:15])([F:14])[F:13])(=[O:11])=[O:10])(C(F)(F)F)(=O)=O.[F:16][C:17]1[CH:18]=[C:19](/[CH:24]=[CH:25]/[C:26]([O:28][CH3:29])=[O:27])[CH:20]=[CH:21][C:22]=1O.C(N(C(C)C)CC)(C)C.Cl. (2) Given the product [F:25][C:26]([F:35])([F:36])[C:27]1[CH:34]=[CH:33][C:30]([CH2:31][O:1][N:2]=[C:3]([C:6]2[CH:18]=[CH:17][C:9]([O:10][CH2:11][C:12]([O:14][CH2:15][CH3:16])=[O:13])=[CH:8][CH:7]=2)[CH2:4][CH3:5])=[CH:29][CH:28]=1, predict the reactants needed to synthesize it. The reactants are: [OH:1][N:2]=[C:3]([C:6]1[CH:18]=[CH:17][C:9]([O:10][CH2:11][C:12]([O:14][CH2:15][CH3:16])=[O:13])=[CH:8][CH:7]=1)[CH2:4][CH3:5].C(=O)([O-])[O-].[Cs+].[Cs+].[F:25][C:26]([F:36])([F:35])[C:27]1[CH:34]=[CH:33][C:30]([CH2:31]Br)=[CH:29][CH:28]=1. (3) Given the product [O:15]1[CH2:20][CH2:19][CH:18]([N:1]2[CH2:2][CH2:3][CH:4]([NH:7][C:8](=[O:14])[O:9][C:10]([CH3:11])([CH3:13])[CH3:12])[CH2:5][CH2:6]2)[CH2:17][CH2:16]1, predict the reactants needed to synthesize it. The reactants are: [NH:1]1[CH2:6][CH2:5][CH:4]([NH:7][C:8](=[O:14])[O:9][C:10]([CH3:13])([CH3:12])[CH3:11])[CH2:3][CH2:2]1.[O:15]1[CH2:20][CH2:19][C:18](=O)[CH2:17][CH2:16]1.C(O[BH-](OC(=O)C)OC(=O)C)(=O)C.[Na+]. (4) Given the product [CH3:28][O:27][C:24]1[N:23]=[C:22]([O:29][CH3:30])[C:21]([C:20]2[CH:11]([C:8]3[CH:7]=[CH:6][C:5]([O:4][CH2:3][CH2:2][N:41]4[CH2:46][CH2:45][O:44][CH2:43][CH2:42]4)=[CH:10][CH:9]=3)[O:12][C:13]3[C:18]([C:19]=2[CH3:31])=[CH:17][CH:16]=[C:15]([OH:32])[CH:14]=3)=[CH:26][N:25]=1, predict the reactants needed to synthesize it. The reactants are: Cl[CH2:2][CH2:3][O:4][C:5]1[CH:10]=[CH:9][C:8]([CH:11]2[C:20]([C:21]3[C:22]([O:29][CH3:30])=[N:23][C:24]([O:27][CH3:28])=[N:25][CH:26]=3)=[C:19]([CH3:31])[C:18]3[C:13](=[CH:14][C:15]([O:32]COCC[Si](C)(C)C)=[CH:16][CH:17]=3)[O:12]2)=[CH:7][CH:6]=1.[NH:41]1[CH2:46][CH2:45][O:44][CH2:43][CH2:42]1. (5) Given the product [Cl:10][C:11]([F:21])([F:22])[C:12]([N:14]=[C:15]1[CH:20]=[CH:19][CH:18]=[CH:17][N:16]1[CH2:8][C:5]1[CH:4]=[N:3][C:2]([Cl:1])=[CH:7][CH:6]=1)=[O:13], predict the reactants needed to synthesize it. The reactants are: [Cl:1][C:2]1[CH:7]=[CH:6][C:5]([CH2:8]Cl)=[CH:4][N:3]=1.[Cl:10][C:11]([F:22])([F:21])[C:12]([N:14]=[C:15]1[CH:20]=[CH:19][CH:18]=[CH:17][NH:16]1)=[O:13].C(=O)([O-])[O-].[K+].[K+]. (6) Given the product [NH2:2][C:3]1[CH:11]=[CH:10][CH:9]=[C:8]2[C:4]=1[CH:5]([CH3:14])[CH2:6][C:7]2([CH3:13])[CH3:12], predict the reactants needed to synthesize it. The reactants are: Cl.[NH2:2][C:3]1[CH:11]=[CH:10][CH:9]=[C:8]2[C:4]=1[CH:5]([CH3:14])[CH2:6][C:7]2([CH3:13])[CH3:12].[OH-].[Na+].C1(C)C=CC=CC=1. (7) Given the product [CH2:23]([O:25][C@H:26]1[CH2:31][CH2:30][C@H:29]([N:2]2[CH2:7][CH2:6][CH:5]([N:8]3[C:12]4[CH:13]=[C:14]([O:17][C:18]([F:19])([F:21])[F:20])[CH:15]=[CH:16][C:11]=4[NH:10][C:9]3=[O:22])[CH2:4][CH2:3]2)[CH2:28][CH2:27]1)[CH3:24], predict the reactants needed to synthesize it. The reactants are: Cl.[NH:2]1[CH2:7][CH2:6][CH:5]([N:8]2[C:12]3[CH:13]=[C:14]([O:17][C:18]([F:21])([F:20])[F:19])[CH:15]=[CH:16][C:11]=3[NH:10][C:9]2=[O:22])[CH2:4][CH2:3]1.[CH2:23]([O:25][CH:26]1[CH2:31][CH2:30][C:29](=O)[CH2:28][CH2:27]1)[CH3:24].C([O-])(=O)C.[Na+].Cl. (8) Given the product [N:54]1([S:58]([NH:61][C:34](=[O:35])[C:33]2[CH:37]=[C:29]([CH:26]3[CH2:28][CH2:27]3)[C:30]([O:39][CH2:40][CH:41]3[CH2:46][CH2:45][CH2:44][C:43]([CH3:48])([CH3:47])[CH2:42]3)=[CH:31][C:32]=2[F:38])(=[O:60])=[O:59])[CH2:57][CH2:56][CH2:55]1, predict the reactants needed to synthesize it. The reactants are: C1(C2C(OCC3(C(F)(F)F)CCCCC3)=CC(F)=C(C=2)C(O)=O)CC1.[CH:26]1([C:29]2[C:30]([O:39][CH2:40][CH:41]3[CH2:46][CH2:45][CH2:44][C:43]([CH3:48])([CH3:47])[CH2:42]3)=[CH:31][C:32]([F:38])=[C:33]([CH:37]=2)[C:34](O)=[O:35])[CH2:28][CH2:27]1.CS(N)(=O)=O.[N:54]1([S:58]([NH2:61])(=[O:60])=[O:59])[CH2:57][CH2:56][CH2:55]1. (9) The reactants are: [NH2:1][C@H:2]([C:10]([OH:12])=[O:11])[CH2:3][CH2:4][CH2:5][NH:6][C:7](=[NH:9])[NH2:8].[CH3:13][CH2:14][CH2:15][C@H:16]([NH:22][C@H:23]([C:25]([N:27]1[C@H:35]([C:36]([OH:38])=[O:37])[CH2:34][C@H:33]2[C@@H:28]1[CH2:29][CH2:30][CH2:31][CH2:32]2)=[O:26])[CH3:24])[C:17]([O:19][CH2:20][CH3:21])=[O:18]. Given the product [CH3:13][CH2:14][CH2:15][C@H:16]([NH:22][C@H:23]([C:25]([N:27]1[C@H:35]([C:36]([OH:38])=[O:37])[CH2:34][C@H:33]2[C@@H:28]1[CH2:29][CH2:30][CH2:31][CH2:32]2)=[O:26])[CH3:24])[C:17]([O:19][CH2:20][CH3:21])=[O:18].[NH2:1][C@H:2]([C:10]([OH:12])=[O:11])[CH2:3][CH2:4][CH2:5][NH:6][C:7](=[NH:8])[NH2:9], predict the reactants needed to synthesize it. (10) Given the product [CH2:37]([O:44][C:45]1[CH:46]2[C:58](=[O:59])[N:60]([CH:61]([CH3:62])[CH3:63])[CH2:64][CH2:65][N:47]2[C:48]([C:52]2[CH:57]=[CH:56][CH:55]=[CH:54][N:53]=2)=[N:49][C:50]=1[OH:51])[C:38]1[CH:39]=[CH:40][CH:41]=[CH:42][CH:43]=1, predict the reactants needed to synthesize it. The reactants are: C(OC1C(=O)N=C(CC2C(C3C=CC=CC=3)=CC=CN=2)N2CCN(C(C)C)C(=O)C=12)C1C=CC=CC=1.[CH2:37]([O:44][C:45]1[C:46]([C:58]([N:60]([CH2:64][CH2:65]O)[CH:61]([CH3:63])[CH3:62])=[O:59])=[N:47][C:48]([C:52]2[CH:57]=[CH:56][CH:55]=[CH:54][N:53]=2)=[N:49][C:50]=1[OH:51])[C:38]1[CH:43]=[CH:42][CH:41]=[CH:40][CH:39]=1.